From a dataset of Full USPTO retrosynthesis dataset with 1.9M reactions from patents (1976-2016). Predict the reactants needed to synthesize the given product. (1) Given the product [F:1][C:2]1[CH:3]=[CH:4][C:5]([C@H:8]([NH:10][C:11](=[O:17])[O:12][C:13]([CH3:16])([CH3:15])[CH3:14])[CH3:9])=[N+:6]([O-:26])[CH:7]=1, predict the reactants needed to synthesize it. The reactants are: [F:1][C:2]1[CH:3]=[CH:4][C:5]([C@H:8]([NH:10][C:11](=[O:17])[O:12][C:13]([CH3:16])([CH3:15])[CH3:14])[CH3:9])=[N:6][CH:7]=1.ClC1C=CC=C(C(OO)=[O:26])C=1.S([O-])([O-])=O.[Na+].[Na+].C(=O)(O)[O-].[Na+]. (2) Given the product [CH:1]1([N:4]([CH2:18][C:19]2[O:20][CH:21]=[C:22]([C:24]([N:26]3[CH2:31][CH2:30][N:29]([CH2:40][C:39]4[CH:42]=[CH:43][N:44]=[C:37]([N:32]5[CH2:36][CH2:35][CH2:34][CH2:33]5)[CH:38]=4)[CH2:28][CH2:27]3)=[O:25])[N:23]=2)[S:5]([C:8]2[C:9]([CH3:17])=[CH:10][C:11]([O:15][CH3:16])=[CH:12][C:13]=2[CH3:14])(=[O:6])=[O:7])[CH2:2][CH2:3]1, predict the reactants needed to synthesize it. The reactants are: [CH:1]1([N:4]([CH2:18][C:19]2[O:20][CH:21]=[C:22]([C:24]([N:26]3[CH2:31][CH2:30][NH:29][CH2:28][CH2:27]3)=[O:25])[N:23]=2)[S:5]([C:8]2[C:13]([CH3:14])=[CH:12][C:11]([O:15][CH3:16])=[CH:10][C:9]=2[CH3:17])(=[O:7])=[O:6])[CH2:3][CH2:2]1.[N:32]1([C:37]2[CH:38]=[C:39]([CH:42]=[CH:43][N:44]=2)[CH:40]=O)[CH2:36][CH2:35][CH2:34][CH2:33]1.CC(O)=O. (3) Given the product [OH:1][CH2:2][CH2:3][O:4][CH2:5][C:6]1[CH:7]=[C:8]([CH:11]=[CH:12][CH:13]=1)[C:9]([O:20][CH3:19])=[O:14], predict the reactants needed to synthesize it. The reactants are: [OH:1][CH2:2][CH2:3][O:4][CH2:5][C:6]1[CH:7]=[C:8]([CH:11]=[CH:12][CH:13]=1)[C:9]#N.[OH:14]S(O)(=O)=O.[C:19](=O)([O-])[O-:20].[Na+].[Na+]. (4) Given the product [CH3:1][S:2]([CH2:5][C:11]1[S:12][C:13]2[CH:19]=[C:18]([C:20]3[CH:25]=[CH:24][CH:23]=[CH:22][CH:21]=3)[CH:17]=[CH:16][C:14]=2[N:15]=1)(=[O:3])=[O:4], predict the reactants needed to synthesize it. The reactants are: [CH3:1][S:2]([CH:5]([C:11]1[S:12][C:13]2[CH:19]=[C:18]([C:20]3[CH:25]=[CH:24][CH:23]=[CH:22][CH:21]=3)[CH:17]=[CH:16][C:14]=2[N:15]=1)C(OCC)=O)(=[O:4])=[O:3].NN. (5) Given the product [CH3:13][C:12]([CH3:15])([O:11][C:9]([N:16]([C:9]([O:11][C:12]([CH3:13])([CH3:14])[CH3:15])=[O:10])[C:17]1[N:22]=[C:21]([C:23]2[CH:24]=[CH:25][C:26]3[N:27]([CH:29]=[C:30]([C:32]([O:34][CH2:35][CH3:36])=[O:33])[N:31]=3)[CH:28]=2)[CH:20]=[CH:19][CH:18]=1)=[O:10])[CH3:14], predict the reactants needed to synthesize it. The reactants are: [C:9](O[C:9]([O:11][C:12]([CH3:15])([CH3:14])[CH3:13])=[O:10])([O:11][C:12]([CH3:15])([CH3:14])[CH3:13])=[O:10].[NH2:16][C:17]1[N:22]=[C:21]([C:23]2[CH:24]=[CH:25][C:26]3[N:27]([CH:29]=[C:30]([C:32]([O:34][CH2:35][CH3:36])=[O:33])[N:31]=3)[CH:28]=2)[CH:20]=[CH:19][CH:18]=1.